From a dataset of Full USPTO retrosynthesis dataset with 1.9M reactions from patents (1976-2016). Predict the reactants needed to synthesize the given product. (1) Given the product [Br:13][C:5]1[C:6]([O:12][S:21]([C:18]2[CH:19]=[CH:20][C:15]([CH3:14])=[CH:16][CH:17]=2)(=[O:23])=[O:22])=[C:7]([C:2]([N:1]([C:25]([O:27][C:28]([CH3:31])([CH3:30])[CH3:29])=[O:26])[C:25]([O:27][C:28]([CH3:31])([CH3:30])[CH3:29])=[O:26])=[CH:3][CH:4]=1)[C:8]([O:10][CH3:11])=[O:9], predict the reactants needed to synthesize it. The reactants are: [NH2:1][C:2]1[C:7]([C:8]([O:10][CH3:11])=[O:9])=[C:6]([OH:12])[C:5]([Br:13])=[CH:4][CH:3]=1.[CH3:14][C:15]1[CH:20]=[CH:19][C:18]([S:21](Cl)(=[O:23])=[O:22])=[CH:17][CH:16]=1.[C:25](O[C:25]([O:27][C:28]([CH3:31])([CH3:30])[CH3:29])=[O:26])([O:27][C:28]([CH3:31])([CH3:30])[CH3:29])=[O:26]. (2) The reactants are: Cl.[O:2]1[CH2:6][CH2:5][C@H:4]([NH2:7])[CH2:3]1.CCN(C(C)C)C(C)C.[OH:17][C:18]12[CH2:27][CH:22]3[CH2:23][CH:24]([CH2:26][CH:20]([CH:21]3[NH:28][C:29]([C:31]3[C:32]([CH:41]([CH3:43])[CH3:42])=[N:33][C:34](S(C)(=O)=O)=[N:35][CH:36]=3)=[O:30])[CH2:19]1)[CH2:25]2. Given the product [OH:17][C:18]12[CH2:19][CH:20]3[CH2:26][CH:24]([CH2:23][CH:22]([CH:21]3[NH:28][C:29]([C:31]3[C:32]([CH:41]([CH3:43])[CH3:42])=[N:33][C:34]([NH:7][C@H:4]4[CH2:5][CH2:6][O:2][CH2:3]4)=[N:35][CH:36]=3)=[O:30])[CH2:27]1)[CH2:25]2, predict the reactants needed to synthesize it. (3) Given the product [Cl:1][C:2]1[CH:3]=[CH:4][C:5]([S:8][C:9]2[CH:14]=[CH:13][CH:12]=[CH:11][C:10]=2/[CH:15]=[CH:16]/[C:17]([NH:22][CH2:20][CH3:21])=[O:19])=[CH:6][CH:7]=1, predict the reactants needed to synthesize it. The reactants are: [Cl:1][C:2]1[CH:7]=[CH:6][C:5]([S:8][C:9]2[CH:14]=[CH:13][CH:12]=[CH:11][C:10]=2[CH:15]=[CH:16][C:17]([OH:19])=O)=[CH:4][CH:3]=1.[CH2:20]([NH2:22])[CH3:21].